From a dataset of Forward reaction prediction with 1.9M reactions from USPTO patents (1976-2016). Predict the product of the given reaction. (1) Given the reactants [OH-].[Na+].C[O:4][C:5](=[O:40])[CH2:6][C:7]1[CH:8]=[N:9][CH:10]=[C:11]([C:13]2[CH:18]=[CH:17][C:16]([C:19]([CH2:37][CH3:38])([C:22]3[CH:27]=[CH:26][C:25](/[CH:28]=[CH:29]/[C:30]4([OH:35])[CH2:34][CH2:33][CH2:32][CH2:31]4)=[C:24]([CH3:36])[CH:23]=3)[CH2:20][CH3:21])=[CH:15][C:14]=2[CH3:39])[CH:12]=1.[Cl-].[NH4+], predict the reaction product. The product is: [CH2:20]([C:19]([C:16]1[CH:17]=[CH:18][C:13]([C:11]2[CH:12]=[C:7]([CH2:6][C:5]([OH:40])=[O:4])[CH:8]=[N:9][CH:10]=2)=[C:14]([CH3:39])[CH:15]=1)([C:22]1[CH:27]=[CH:26][C:25](/[CH:28]=[CH:29]/[C:30]2([OH:35])[CH2:31][CH2:32][CH2:33][CH2:34]2)=[C:24]([CH3:36])[CH:23]=1)[CH2:37][CH3:38])[CH3:21]. (2) Given the reactants [Br:1][C:2]1[CH:8]=[C:7]([O:9][CH:10]([F:12])[F:11])[CH:6]=[CH:5][C:3]=1[NH2:4].[CH:13](O)=[O:14].[Cl-].COC1N=C(OC)N=C([N+]2(C)CCOCC2)N=1.CN1CCOCC1, predict the reaction product. The product is: [Br:1][C:2]1[CH:8]=[C:7]([O:9][CH:10]([F:11])[F:12])[CH:6]=[CH:5][C:3]=1[NH:4][CH:13]=[O:14]. (3) Given the reactants [NH2:1][C:2]1[CH:3]=[N:4][C:5]([O:11][CH2:12][CH3:13])=[C:6]([CH:10]=1)[C:7]([OH:9])=O.[C:14]1([C:20]2[CH:24]=[C:23]([CH2:25][N:26]3[CH2:31][CH2:30][CH:29]([CH2:32][NH2:33])[CH2:28][CH2:27]3)[O:22][N:21]=2)[CH:19]=[CH:18][CH:17]=[CH:16][CH:15]=1, predict the reaction product. The product is: [NH2:1][C:2]1[CH:3]=[N:4][C:5]([O:11][CH2:12][CH3:13])=[C:6]([CH:10]=1)[C:7]([NH:33][CH2:32][CH:29]1[CH2:28][CH2:27][N:26]([CH2:25][C:23]2[O:22][N:21]=[C:20]([C:14]3[CH:19]=[CH:18][CH:17]=[CH:16][CH:15]=3)[CH:24]=2)[CH2:31][CH2:30]1)=[O:9]. (4) Given the reactants Cl[C:2]1[CH:7]=[CH:6]N=[C:4]2[N:8]=CN[C:3]=12.Cl[C:12]1[N:17]=[C:16]2[N:18]([CH:21]([CH3:23])[CH3:22])[CH:19]=[N:20][C:15]2=[C:14](Cl)[CH:13]=1.ClC1C=CN=C2N([CH:35]([CH3:37])C)C=NC=12.FC(F)(F)C(OC(=O)C(F)(F)F)=O.ClC1C=C([N+]([O-])=O)N=C2N(C(C)C)C=NC=12.NC1N=C2N(C(C)C)C=NC2=C(Cl)C=1.ClC1C=C([I:88])N=C2N(C(C)C)C=NC=12, predict the reaction product. The product is: [CH2:4]([NH:8][C:12]1[N:17]=[C:16]2[N:18]([CH:21]([CH3:23])[CH3:22])[CH:19]=[N:20][C:15]2=[C:14]([I:88])[CH:13]=1)[C:3]1[CH:2]=[CH:7][CH:6]=[CH:37][CH:35]=1. (5) Given the reactants [NH2:1][C@H:2]1[CH2:7][CH2:6][C@H:5]([OH:8])[CH2:4][CH2:3]1.[CH2:9]=[C:10]1[O:14][C:12](=[O:13])[CH2:11]1, predict the reaction product. The product is: [OH:8][C@H:5]1[CH2:6][CH2:7][C@H:2]([NH:1][C:12](=[O:13])[CH2:11][C:10](=[O:14])[CH3:9])[CH2:3][CH2:4]1. (6) Given the reactants Cl.[OH:2][CH2:3][C:4]1[CH:9]=[CH:8][C:7]([C:10](=[NH:14])OCC)=[CH:6][CH:5]=1.C(O)(=O)C.[CH:19]([NH2:21])=[NH:20].NN.[N:24]([O-])=O.[Na+], predict the reaction product. The product is: [N:20]1[CH:19]=[N:21][N:14]=[C:10]([C:7]2[CH:6]=[CH:5][C:4]([CH2:3][OH:2])=[CH:9][CH:8]=2)[N:24]=1. (7) Given the reactants [CH:1]([N:4]1[CH:8]=[N:7][CH:6]=[N:5]1)([CH3:3])[CH3:2].C([Li])CCC.[Cl:14]C(F)(Cl)C(F)(F)Cl, predict the reaction product. The product is: [Cl:14][C:8]1[N:4]([CH:1]([CH3:3])[CH3:2])[N:5]=[CH:6][N:7]=1.